Task: Regression. Given a peptide amino acid sequence and an MHC pseudo amino acid sequence, predict their binding affinity value. This is MHC class II binding data.. Dataset: Peptide-MHC class II binding affinity with 134,281 pairs from IEDB (1) The peptide sequence is YFVAILDYLNHMAKE. The MHC is DRB1_1501 with pseudo-sequence DRB1_1501. The binding affinity (normalized) is 0.752. (2) The peptide sequence is TYDKGILTVSVAVSE. The MHC is HLA-DQA10401-DQB10402 with pseudo-sequence HLA-DQA10401-DQB10402. The binding affinity (normalized) is 0.563. (3) The peptide sequence is AFKVHATAANAAPAN. The MHC is DRB1_0401 with pseudo-sequence DRB1_0401. The binding affinity (normalized) is 0.754. (4) The binding affinity (normalized) is 0.0922. The MHC is DRB1_0301 with pseudo-sequence DRB1_0301. The peptide sequence is NEDDSNFAHWTEARIML. (5) The peptide sequence is GNGCFKIYHKCDNAC. The MHC is DRB1_1302 with pseudo-sequence DRB1_1302. The binding affinity (normalized) is 0.159. (6) The peptide sequence is EKKYFAATQFQPLAA. The MHC is HLA-DPA10103-DPB10601 with pseudo-sequence HLA-DPA10103-DPB10601. The binding affinity (normalized) is 0.814. (7) The peptide sequence is RVVHLYRNGKDQDGD. The MHC is DRB1_0301 with pseudo-sequence DRB1_0301. The binding affinity (normalized) is 0.0987. (8) The peptide sequence is RNGEVIGLYGNGILV. The MHC is DRB1_0701 with pseudo-sequence DRB1_0701. The binding affinity (normalized) is 0.266. (9) The peptide sequence is KKSALTLKGTSYKICTD. The MHC is DRB1_0901 with pseudo-sequence DRB1_0901. The binding affinity (normalized) is 0.666.